Dataset: Catalyst prediction with 721,799 reactions and 888 catalyst types from USPTO. Task: Predict which catalyst facilitates the given reaction. (1) Reactant: [O:1]=[O+][O-].[O:4]1[C:8]2([CH2:18][CH2:17][CH2:16][C:10]3(C[CH2:14][CH2:13][CH:12]=[CH:11]3)[CH2:9]2)[O:7][CH2:6][CH2:5]1.COP([O:24][CH3:25])OC. Product: [O:1]=[CH:14][CH2:13][CH2:12][CH2:11][C:10]1([CH:25]=[O:24])[CH2:16][CH2:17][CH2:18][C:8]2([O:7][CH2:6][CH2:5][O:4]2)[CH2:9]1. The catalyst class is: 5. (2) Reactant: O.C(O)(=O)C.[CH:6]1([N:9]2[C:18]3[C:13](=[C:14]([N+:25]([O-])=O)[C:15]([F:24])=[C:16]([F:23])[C:17]=3[O:19][CH:20]([F:22])[F:21])[C:12](=[O:28])[C:11]([C:29]([O:31]CC)=[O:30])=[CH:10]2)[CH2:8][CH2:7]1. Product: [NH2:25][C:14]1[C:15]([F:24])=[C:16]([F:23])[C:17]([O:19][CH:20]([F:21])[F:22])=[C:18]2[C:13]=1[C:12](=[O:28])[C:11]([C:29]([OH:31])=[O:30])=[CH:10][N:9]2[CH:6]1[CH2:8][CH2:7]1. The catalyst class is: 679. (3) Reactant: [CH2:1]([O:4][C:5]1[C:6]([NH:15]C(=O)C)=[CH:7][C:8]2[C:13]([CH:14]=1)=[CH:12][CH:11]=[CH:10][CH:9]=2)[CH2:2][CH3:3].Cl.[OH-].[Na+]. The catalyst class is: 8. Product: [CH2:1]([O:4][C:5]1[C:6]([NH2:15])=[CH:7][C:8]2[C:13]([CH:14]=1)=[CH:12][CH:11]=[CH:10][CH:9]=2)[CH2:2][CH3:3]. (4) The catalyst class is: 27. Reactant: [CH:1]1[C:10]2[C:5](=[CH:6][CH:7]=[CH:8][CH:9]=2)[CH:4]=[CH:3][C:2]=1[S:11]([C:14]1[CH:22]=[CH:21][C:20]2[N:19]([CH3:23])[C:18]3[CH2:24][CH:25]4[NH:29][CH:28]([C:17]=3[C:16]=2[C:15]=1C(OC(C)(C)C)=O)[CH2:27][CH2:26]4)(=[O:13])=[O:12].[ClH:37]. Product: [ClH:37].[CH:1]1[C:10]2[C:5](=[CH:6][CH:7]=[CH:8][CH:9]=2)[CH:4]=[CH:3][C:2]=1[S:11]([C:14]1[CH:15]=[C:16]2[C:20](=[CH:21][CH:22]=1)[N:19]([CH3:23])[C:18]1[CH2:24][CH:25]3[NH:29][CH:28]([C:17]2=1)[CH2:27][CH2:26]3)(=[O:12])=[O:13]. (5) Reactant: OS([O-])(=O)=O.[K+].[CH3:7][C:8]([S@@:11]([NH2:13])=[O:12])([CH3:10])[CH3:9].[CH:14]([C:16]1[CH:17]=[C:18]([CH:21]=[CH:22][CH:23]=1)[C:19]#[N:20])=O. Product: [C:8]([S+:11](/[N:13]=[CH:14]/[C:16]1[CH:23]=[CH:22][CH:21]=[C:18]([C:19]#[N:20])[CH:17]=1)[O-:12])([CH3:10])([CH3:9])[CH3:7]. The catalyst class is: 11. (6) Reactant: [H-].[Al+3].[Li+].[H-].[H-].[H-].[CH3:7][O:8][C:9]1[CH:24]=[C:23]([O:25][CH3:26])[CH:22]=[CH:21][C:10]=1[CH2:11][NH:12][C:13]1[N:20]=[CH:19][CH:18]=[CH:17][C:14]=1[C:15]#[N:16]. Product: [NH2:16][CH2:15][C:14]1[C:13]([N:12]=[CH:11][C:10]2[CH:21]=[CH:22][C:23]([O:25][CH3:26])=[CH:24][C:9]=2[O:8][CH3:7])=[N:20][CH:19]=[CH:18][CH:17]=1. The catalyst class is: 7. (7) Reactant: [Cl:1][C:2]1[CH:7]=[C:6]([Cl:8])[CH:5]=[C:4]([Cl:9])[C:3]=1[CH2:10][O:11][C:12]1[CH:17]=[CH:16][C:15]2[C:18]3([CH2:32][O:33][C:14]=2[CH:13]=1)[CH2:23][CH2:22][N:21]([CH2:24][C:25]([O:27]C(C)(C)C)=[O:26])[CH2:20][CH2:19]3.O1CCOCC1. Product: [ClH:1].[Cl:9][C:4]1[CH:5]=[C:6]([Cl:8])[CH:7]=[C:2]([Cl:1])[C:3]=1[CH2:10][O:11][C:12]1[CH:17]=[CH:16][C:15]2[C:18]3([CH2:32][O:33][C:14]=2[CH:13]=1)[CH2:23][CH2:22][N:21]([CH2:24][C:25]([OH:27])=[O:26])[CH2:20][CH2:19]3. The catalyst class is: 33.